From a dataset of Forward reaction prediction with 1.9M reactions from USPTO patents (1976-2016). Predict the product of the given reaction. (1) The product is: [CH2:23]1[C:24]2([CH2:28][CH2:27][CH2:26][N:25]2[C:12]([C:10]2[CH:9]=[CH:8][C:7]([N:15]3[CH2:18][C:17]([F:20])([F:19])[CH2:16]3)=[C:6]([O:5][CH2:4][CH:1]3[CH2:2][CH2:3]3)[N:11]=2)=[O:14])[CH2:21][CH2:22]1. Given the reactants [CH:1]1([CH2:4][O:5][C:6]2[N:11]=[C:10]([C:12]([OH:14])=O)[CH:9]=[CH:8][C:7]=2[N:15]2[CH2:18][C:17]([F:20])([F:19])[CH2:16]2)[CH2:3][CH2:2]1.[CH2:21]1[C:24]2([CH2:28][CH2:27][CH2:26][NH:25]2)[CH2:23][CH2:22]1.CN(C(ON1N=NC2C=CC=CC1=2)=[N+](C)C)C.[B-](F)(F)(F)F.CCN(C(C)C)C(C)C, predict the reaction product. (2) The product is: [Br:13][CH2:11][C:10]([C:3]1[C:2]([Cl:1])=[CH:7][C:6]([O:8][CH3:9])=[CH:5][N:4]=1)=[O:12]. Given the reactants [Cl:1][C:2]1[C:3]([C:10](=[O:12])[CH3:11])=[N:4][CH:5]=[C:6]([O:8][CH3:9])[CH:7]=1.[Br-:13].[Br-].[Br-].C[N+](C)(C)C1C=CC=CC=1.C[N+](C1C=CC=CC=1)(C)C.C[N+](C1C=CC=CC=1)(C)C, predict the reaction product. (3) Given the reactants [Cl:1][C:2]1[C:3]([OH:40])=[C:4]([S:9]([N:12]([CH2:26][C:27]2[CH:32]=[CH:31][C:30]([C:33]3[CH:38]=[CH:37][C:36]([F:39])=[CH:35][CH:34]=3)=[CH:29][CH:28]=2)[CH2:13][C:14]2[CH:19]=[CH:18][CH:17]=[C:16]([CH2:20][NH:21][CH2:22][CH:23]([CH3:25])[CH3:24])[CH:15]=2)(=[O:11])=[O:10])[CH:5]=[C:6]([Cl:8])[CH:7]=1.CCN(C(C)C)C(C)C.[O:50]([C:57]1[CH:65]=[CH:64][CH:63]=[CH:62][C:58]=1[C:59]([OH:61])=O)[C:51]1[CH:56]=[CH:55][CH:54]=[CH:53][CH:52]=1.CCN=C=NCCCN(C)C, predict the reaction product. The product is: [Cl:1][C:2]1[C:3]([OH:40])=[C:4]([S:9]([N:12]([CH2:13][C:14]2[CH:15]=[C:16]([CH:17]=[CH:18][CH:19]=2)[CH2:20][N:21]([CH2:22][CH:23]([CH3:25])[CH3:24])[C:59](=[O:61])[C:58]2[CH:62]=[CH:63][CH:64]=[CH:65][C:57]=2[O:50][C:51]2[CH:52]=[CH:53][CH:54]=[CH:55][CH:56]=2)[CH2:26][C:27]2[CH:28]=[CH:29][C:30]([C:33]3[CH:34]=[CH:35][C:36]([F:39])=[CH:37][CH:38]=3)=[CH:31][CH:32]=2)(=[O:11])=[O:10])[CH:5]=[C:6]([Cl:8])[CH:7]=1. (4) Given the reactants [C:1](=[O:26])([O:7][C:8]1[N:12]([C:13]2[CH:18]=[CH:17][CH:16]=[CH:15][N:14]=2)[N:11]=[C:10]([C:19]2[CH:24]=[CH:23][C:22](I)=[CH:21][CH:20]=2)[CH:9]=1)[O:2][C:3]([CH3:6])([CH3:5])[CH3:4].[CH3:27][O:28][C:29]1[CH:34]=[CH:33][C:32](B(O)O)=[CH:31][CH:30]=1.C1(B(O)O)C=CC=CC=1, predict the reaction product. The product is: [C:1](=[O:26])([O:7][C:8]1[N:12]([C:13]2[CH:18]=[CH:17][CH:16]=[CH:15][N:14]=2)[N:11]=[C:10]([C:19]2[CH:24]=[CH:23][C:22]([C:32]3[CH:33]=[CH:34][C:29]([O:28][CH3:27])=[CH:30][CH:31]=3)=[CH:21][CH:20]=2)[CH:9]=1)[O:2][C:3]([CH3:6])([CH3:5])[CH3:4]. (5) Given the reactants [C:1]1([N:7]([CH2:30][CH2:31][CH2:32][C:33]([O:35][C:36]([CH3:39])(C)C)=[O:34])[C:8]([C:10]2[CH:29]=[CH:28][C:13]3[N:14]([CH3:27])[C:15]([CH2:17][NH:18][C:19]4[CH:24]=[CH:23][C:22]([C:25]#[N:26])=[CH:21][CH:20]=4)=[N:16][C:12]=3[CH:11]=2)=[O:9])[CH:6]=[CH:5][CH:4]=[CH:3][CH:2]=1.[ClH:40].C(O)C.C(=O)([O-])[O-].[NH4+:48].[NH4+], predict the reaction product. The product is: [ClH:40].[ClH:40].[C:1]1([N:7]([CH2:30][CH2:31][CH2:32][C:33]([O:35][CH2:36][CH3:39])=[O:34])[C:8]([C:10]2[CH:29]=[CH:28][C:13]3[N:14]([CH3:27])[C:15]([CH2:17][NH:18][C:19]4[CH:20]=[CH:21][C:22]([C:25](=[NH:26])[NH2:48])=[CH:23][CH:24]=4)=[N:16][C:12]=3[CH:11]=2)=[O:9])[CH:6]=[CH:5][CH:4]=[CH:3][CH:2]=1. (6) Given the reactants Br[C:2]1[CH:3]=[CH:4][C:5]([O:8][CH2:9][CH2:10][O:11][C:12]2[C:17]([Cl:18])=[CH:16][C:15]([CH3:19])=[CH:14][C:13]=2[Cl:20])=[N:6][CH:7]=1.[Li]CCCC.[CH2:26]([O:28][C:29]([C:31]1[C@@H:32]2[N:47]([CH3:48])[C@H:36]([CH2:37][C:38]=1OS(C(F)(F)F)(=O)=O)[CH2:35][N:34]([C:49]([O:51][C:52]([CH3:55])([CH3:54])[CH3:53])=[O:50])[CH2:33]2)=[O:30])[CH3:27].[NH4+].[Cl-], predict the reaction product. The product is: [CH2:26]([O:28][C:29]([C:31]1[C@@H:32]2[N:47]([CH3:48])[C@H:36]([CH2:37][C:38]=1[C:2]1[CH:7]=[N:6][C:5]([O:8][CH2:9][CH2:10][O:11][C:12]3[C:17]([Cl:18])=[CH:16][C:15]([CH3:19])=[CH:14][C:13]=3[Cl:20])=[CH:4][CH:3]=1)[CH2:35][N:34]([C:49]([O:51][C:52]([CH3:53])([CH3:55])[CH3:54])=[O:50])[CH2:33]2)=[O:30])[CH3:27].